Dataset: Forward reaction prediction with 1.9M reactions from USPTO patents (1976-2016). Task: Predict the product of the given reaction. (1) The product is: [P:1]([O:19][CH2:20][CH2:21][N:22]1[C:30]2[C:25](=[CH:26][C:27]([O:31][C:32]3[CH:37]=[CH:36][C:35]([F:38])=[CH:34][C:33]=3[CH2:39][NH:40][C:41]([NH:43][C:44]3[N:48]([C:49]4[CH:50]=[CH:51][C:52]([CH3:55])=[CH:53][CH:54]=4)[N:47]=[C:46]([C:56]([CH3:59])([CH3:58])[CH3:57])[CH:45]=3)=[O:42])=[CH:28][CH:29]=2)[CH:24]=[N:23]1)([OH:11])([OH:3])=[O:2]. Given the reactants [P:1]([O:19][CH2:20][CH2:21][N:22]1[C:30]2[C:25](=[CH:26][C:27]([O:31][C:32]3[CH:37]=[CH:36][C:35]([F:38])=[CH:34][C:33]=3[CH2:39][NH:40][C:41]([NH:43][C:44]3[N:48]([C:49]4[CH:54]=[CH:53][C:52]([CH3:55])=[CH:51][CH:50]=4)[N:47]=[C:46]([C:56]([CH3:59])([CH3:58])[CH3:57])[CH:45]=3)=[O:42])=[CH:28][CH:29]=2)[CH:24]=[N:23]1)([O:11]CC1C=CC=CC=1)([O:3]CC1C=CC=CC=1)=[O:2].C1CC=CCC=1, predict the reaction product. (2) Given the reactants Cl[C:2]1[C:7]([CH:8]([F:10])[F:9])=[CH:6][CH:5]=[CH:4][N:3]=1.[NH2:11][C:12]1[CH:16]=[CH:15][N:14]([CH3:17])[N:13]=1.Cl[C:19]1[C:28]2[C:23](=[CH:24][CH:25]=[C:26]([OH:29])[CH:27]=2)[N:22]=[CH:21][N:20]=1, predict the reaction product. The product is: [F:9][CH:8]([F:10])[C:7]1[C:2]([O:29][C:26]2[CH:27]=[C:28]3[C:23](=[CH:24][CH:25]=2)[N:22]=[CH:21][N:20]=[C:19]3[NH:11][C:12]2[CH:16]=[CH:15][N:14]([CH3:17])[N:13]=2)=[N:3][CH:4]=[CH:5][CH:6]=1. (3) Given the reactants [NH2:1][OH:2].[OH-].[Na+].[C:5](#[N:14])[C:6]1[CH:13]=[CH:12][CH:11]=[C:8]([C:9]#[N:10])[CH:7]=1, predict the reaction product. The product is: [C:9]([C:8]1[CH:7]=[C:6]([CH:13]=[CH:12][CH:11]=1)[C:5](=[N:1][OH:2])[NH2:14])#[N:10].